From a dataset of Forward reaction prediction with 1.9M reactions from USPTO patents (1976-2016). Predict the product of the given reaction. Given the reactants C([O:9][CH2:10][C@@H:11]1[C@@H:15]([O:16]C(=O)C2C=CC=CC=2)[C@@:14]([Cl:26])([F:25])[C@H:13]([N:27]2[CH:32]=[CH:31][C:30](=[O:33])[NH:29][C:28]2=[O:34])[O:12]1)(=O)C1C=CC=CC=1.CCO, predict the reaction product. The product is: [Cl:26][C@@:14]1([F:25])[C@H:15]([OH:16])[C@@H:11]([CH2:10][OH:9])[O:12][C@H:13]1[N:27]1[CH:32]=[CH:31][C:30](=[O:33])[NH:29][C:28]1=[O:34].